From a dataset of Full USPTO retrosynthesis dataset with 1.9M reactions from patents (1976-2016). Predict the reactants needed to synthesize the given product. (1) Given the product [NH2:1][CH:4]1[CH2:8][N:7]([C:9]([O:11][C:12]([CH3:13])([CH3:15])[CH3:14])=[O:10])[CH2:6][C:5]1([F:17])[F:16], predict the reactants needed to synthesize it. The reactants are: [N:1]([CH:4]1[CH2:8][N:7]([C:9]([O:11][C:12]([CH3:15])([CH3:14])[CH3:13])=[O:10])[CH2:6][C:5]1([F:17])[F:16])=[N+]=[N-]. (2) The reactants are: [Cl:1][C:2]1[CH:21]=[CH:20][C:5]2[CH2:6][C:7](=[O:19])[NH:8][CH2:9][CH:10]([C:11]3[CH:16]=[CH:15][CH:14]=[CH:13][C:12]=3[O:17][CH3:18])[C:4]=2[CH:3]=1.C(=O)([O-])[O-].[Cs+].[Cs+].Br[CH2:29][C:30]([O:32][CH2:33][CH3:34])=[O:31].O. Given the product [CH2:33]([O:32][C:30](=[O:31])[CH2:29][N:8]1[CH2:9][CH:10]([C:11]2[CH:16]=[CH:15][CH:14]=[CH:13][C:12]=2[O:17][CH3:18])[C:4]2[CH:3]=[C:2]([Cl:1])[CH:21]=[CH:20][C:5]=2[CH2:6][C:7]1=[O:19])[CH3:34], predict the reactants needed to synthesize it. (3) Given the product [C:11]([O:15][C:16]([N:18]1[CH:19]([CH3:33])[CH:20]=[C:21]([C:5]2[CH:6]=[CH:7][C:2]([NH2:1])=[CH:3][CH:4]=2)[CH2:22][CH:23]1[CH3:24])=[O:17])([CH3:14])([CH3:12])[CH3:13], predict the reactants needed to synthesize it. The reactants are: [NH2:1][C:2]1[CH:7]=[CH:6][C:5](B(O)O)=[CH:4][CH:3]=1.[C:11]([O:15][C:16]([N:18]1[C@@H:23]([CH3:24])[CH:22]=[C:21](OS(C(F)(F)F)(=O)=O)[CH2:20][C@@H:19]1[CH3:33])=[O:17])([CH3:14])([CH3:13])[CH3:12]. (4) Given the product [C:25]([CH:13]([N:11]([C:9](=[O:10])[NH:8][CH2:1][C:2]1[CH:7]=[CH:6][CH:5]=[CH:4][CH:3]=1)[NH:12][CH3:14])[C:19]([OH:22])=[O:20])([CH3:28])([CH3:27])[CH3:26], predict the reactants needed to synthesize it. The reactants are: [CH2:1]([NH:8][C:9]([N:11]([CH3:13])[NH2:12])=[O:10])[C:2]1[CH:7]=[CH:6][CH:5]=[CH:4][CH:3]=1.[CH3:14]N(C=O)C.[C:19]([O-:22])([O-])=[O:20].[K+].[K+].[C:25](OC(=O)CBr)([CH3:28])([CH3:27])[CH3:26].